This data is from Buchwald-Hartwig C-N cross coupling reaction yields with 55,370 reactions. The task is: Predict the reaction yield, written as a fraction of the theoretical maximum amount of product (1.0 means a 100% yield; for example, 0.34 means a 34% yield). (1) The reactants are FC(F)(F)c1ccc(Br)cc1.Cc1ccc(N)cc1.O=S(=O)(O[Pd]1c2ccccc2-c2ccccc2N~1)C(F)(F)F.CC(C)c1cc(C(C)C)c(-c2ccccc2P(C2CCCCC2)C2CCCCC2)c(C(C)C)c1.CCN=P(N=P(N(C)C)(N(C)C)N(C)C)(N(C)C)N(C)C.CCOC(=O)c1cc(OC)no1. No catalyst specified. The product is Cc1ccc(Nc2ccc(C(F)(F)F)cc2)cc1. The yield is 0.329. (2) The reactants are Brc1cccnc1.Cc1ccc(N)cc1.O=S(=O)(O[Pd]1c2ccccc2-c2ccccc2N~1)C(F)(F)F.CC(C)c1cc(C(C)C)c(-c2ccccc2P(C2CCCCC2)C2CCCCC2)c(C(C)C)c1.CN1CCCN2CCCN=C12.c1ccc2oncc2c1. No catalyst specified. The product is Cc1ccc(Nc2cccnc2)cc1. The yield is 0.103.